Task: Predict the product of the given reaction.. Dataset: Forward reaction prediction with 1.9M reactions from USPTO patents (1976-2016) Given the reactants [CH3:1][O:2][C:3]1[CH:4]=[C:5]([CH:24]=[CH:25][CH:26]=1)[CH2:6][NH:7][C:8]([C:10]1[S:11][C:12](B2OC(C)(C)C(C)(C)O2)=[CH:13][CH:14]=1)=[O:9].[CH2:27]([NH:30][C:31]1[CH:36]=[C:35](Cl)[N:34]=[CH:33][N:32]=1)[CH:28]=[CH2:29].C([O-])([O-])=O.[Na+].[Na+].COCCOC, predict the reaction product. The product is: [CH2:27]([NH:30][C:31]1[N:32]=[CH:33][N:34]=[C:35]([C:12]2[S:11][C:10]([C:8]([NH:7][CH2:6][C:5]3[CH:24]=[CH:25][CH:26]=[C:3]([O:2][CH3:1])[CH:4]=3)=[O:9])=[CH:14][CH:13]=2)[CH:36]=1)[CH:28]=[CH2:29].